From a dataset of Catalyst prediction with 721,799 reactions and 888 catalyst types from USPTO. Predict which catalyst facilitates the given reaction. (1) Reactant: [CH3:1][C:2]1[C:3](=[O:16])[NH:4][C:5](=[O:15])[N:6]([CH2:8][C@H:9]([C@H:12]([OH:14])[CH3:13])[CH2:10][OH:11])[CH:7]=1.[C:17](Cl)([C:34]1[CH:39]=[CH:38][CH:37]=[CH:36][CH:35]=1)([C:26]1[CH:33]=[CH:32][C:29]([O:30][CH3:31])=[CH:28][CH:27]=1)[C:18]1[CH:25]=[CH:24][C:21]([O:22][CH3:23])=[CH:20][CH:19]=1. Product: [CH3:31][O:30][C:29]1[CH:28]=[CH:27][C:26]([C:17]([C:18]2[CH:19]=[CH:20][C:21]([O:22][CH3:23])=[CH:24][CH:25]=2)([C:34]2[CH:39]=[CH:38][CH:37]=[CH:36][CH:35]=2)[O:11][CH2:10][C@H:9]([CH2:8][N:6]2[CH:7]=[C:2]([CH3:1])[C:3](=[O:16])[NH:4][C:5]2=[O:15])[C@H:12]([OH:14])[CH3:13])=[CH:33][CH:32]=1. The catalyst class is: 17. (2) Product: [C:39]([O:38][C:36]([CH:8]([NH:7][CH:1]1[CH2:2][CH2:3][CH2:4][CH2:5][CH2:6]1)[CH2:9][CH2:10][NH:11][C:12](=[O:35])[CH2:13][C:14]1[C:22]2[C:17](=[CH:18][CH:19]=[C:20]([O:23][CH3:24])[CH:21]=2)[N:16]([C:25](=[O:33])[C:26]2[CH:27]=[CH:28][C:29]([Cl:32])=[CH:30][CH:31]=2)[C:15]=1[CH3:34])=[O:37])([CH3:42])([CH3:41])[CH3:40]. Reactant: [CH:1]1([NH:7][CH2:8][CH2:9][CH2:10][NH:11][C:12](=[O:35])[CH2:13][C:14]2[C:22]3[C:17](=[CH:18][CH:19]=[C:20]([O:23][CH3:24])[CH:21]=3)[N:16]([C:25](=[O:33])[C:26]3[CH:31]=[CH:30][C:29]([Cl:32])=[CH:28][CH:27]=3)[C:15]=2[CH3:34])[CH2:6][CH2:5][CH2:4][CH2:3][CH2:2]1.[C:36](O[C:36]([O:38][C:39]([CH3:42])([CH3:41])[CH3:40])=[O:37])([O:38][C:39]([CH3:42])([CH3:41])[CH3:40])=[O:37].C(OCC)(=O)C.C(O)(=O)CC(CC(O)=O)(C(O)=O)O. The catalyst class is: 599. (3) Reactant: [CH3:1][O:2][C:3](=[O:13])[C:4]1[CH:9]=[CH:8][C:7]([OH:10])=[C:6]([O:11][CH3:12])[CH:5]=1.C(=O)([O-])[O-].[K+].[K+].Br[CH2:21][CH2:22][Cl:23]. Product: [CH3:1][O:2][C:3](=[O:13])[C:4]1[CH:9]=[CH:8][C:7]([O:10][CH2:21][CH2:22][Cl:23])=[C:6]([O:11][CH3:12])[CH:5]=1. The catalyst class is: 39. (4) Reactant: [CH:1]([CH:3]1[S:7][C:6]([C:8]2[NH:9][C:10]3[C:15]([CH:16]=2)=[CH:14][CH:13]=[CH:12][C:11]=3[N:17]([CH3:26])[S:18]([C:21]2[S:22][CH:23]=[CH:24][CH:25]=2)(=[O:20])=[O:19])=[N:5][CH2:4]1)=O.[NH:27]1[CH2:32][CH2:31][S:30](=[O:34])(=[O:33])[CH2:29][CH2:28]1.C(O[BH-](OC(=O)C)OC(=O)C)(=O)C.[Na+].C(=O)([O-])O.[Na+]. Product: [O:33]=[S:30]1(=[O:34])[CH2:31][CH2:32][N:27]([CH2:1][CH:3]2[S:7][C:6]([C:8]3[NH:9][C:10]4[C:15]([CH:16]=3)=[CH:14][CH:13]=[CH:12][C:11]=4[N:17]([CH3:26])[S:18]([C:21]3[S:22][CH:23]=[CH:24][CH:25]=3)(=[O:20])=[O:19])=[N:5][CH2:4]2)[CH2:28][CH2:29]1. The catalyst class is: 7. (5) Reactant: C(OC([N:11]1[CH2:15][CH2:14][CH2:13][C@@H:12]1[C:16]([N:18]1[CH2:23][CH2:22][CH:21]([CH2:24][C:25]2[CH:30]=[CH:29][CH:28]=[CH:27][CH:26]=2)[CH2:20][CH2:19]1)=[O:17])=O)C1C=CC=CC=1. Product: [CH2:24]([CH:21]1[CH2:22][CH2:23][N:18]([C:16]([C@H:12]2[CH2:13][CH2:14][CH2:15][NH:11]2)=[O:17])[CH2:19][CH2:20]1)[C:25]1[CH:26]=[CH:27][CH:28]=[CH:29][CH:30]=1. The catalyst class is: 105.